This data is from Experimentally validated miRNA-target interactions with 360,000+ pairs, plus equal number of negative samples. The task is: Binary Classification. Given a miRNA mature sequence and a target amino acid sequence, predict their likelihood of interaction. (1) The miRNA is mmu-miR-467a-5p with sequence UAAGUGCCUGCAUGUAUAUGCG. The protein sequence of the target gene is MESTVATITSTLAAVTASAPPKYDNLWMLILGFIIAFVLAFSVGANDVANSFGTAVGSGVVTLKQACILASIFETVGSALLGAKVSETIRNGLIDVELYNETQDLLMAGSVSAMFGSAVWQLVASFLKLPISGTHCIVGATIGFSLVANGQKGVKWSELIKIVMSWFVSPLLSGIMSGILFFLVRAFILRKADPVPNGLRALPIFYACTIGINLFSIMYTGAPLLGFDKLPLWGTILISVGCAVFCALIVWFFVCPRMKRKIEREVKSSPSESPLMEKKSNLKEDHEETKMAPGDVEHRN.... Result: 0 (no interaction). (2) The miRNA is mmu-miR-1b-5p with sequence UACAUACUUCUUUACAUUCCA. The protein sequence of the target gene is MDSEYYSGDQSDDGGATPVQDERDSGSDGEDGVTEQHSGSDTGSVDHHSENETSDREDGLAKIHNGTDSENDEPSNANASDSESEELHRPKDSDSDSEEHAESPASDSENEPVNQHGSDSENEELLNGHASDSEKEEVSKHAASDSEAEDTLQPQVSESDSEDPPRPQASDSENEEPPKPRISDSESEELPKPRVSDSESEDPPRPQASDSESEELPKPRVSDSESEDPPRPQASDSESEELPKPRVSDSESEDPQKGPASDSEAEDASRHKEKPDSDDSDGENKREDSEVQNESDGHTD.... Result: 1 (interaction). (3) The miRNA is hsa-miR-4787-3p with sequence GAUGCGCCGCCCACUGCCCCGCGC. The protein sequence of the target gene is MSFLLPKLTSKKEVDQAIKSTAEKVLVLRFGRDEDPVCLQLDDILSKTSSDLSKMAAIYLVDVDQTAVYTQYFDISYIPSTVFFFNGQHMKVDYGSPDHTKFVGSFKTKQDFIDLIEVIYRGAMRGKLIVQSPIDPKNIPKYDLLYQDI. Result: 0 (no interaction). (4) The miRNA is rno-miR-34a-3p with sequence AAUCAGCAAGUAUACUGCCCUA. The protein sequence of the target gene is MAVEDEGLRVFQSVKIKIGEAKNLPSYPGPSKMRDCYCTVNLDQEEVFRTKIVEKSLCPFYGEDFYCEIPRSFRHLSFYIFDRDVFRRDSIIGKVAIQKEDLQKYHNRDTWFQLQHVDADSEVQGKVHLELRLSEVITDTGVVCHKLATRIVECQGLPIVNGQCDPYATVTLAGPFRSEAKKTKVKRKTNNPQFDEVFYFEVTRPCSYSKKSHFDFEEEDVDKLEIRVDLWNASNLKFGDEFLGELRIPLKVLRQSSSYEAWYFLQPRDNGSKSLKPDDLGSLRLNVVYTEDHVFSSDYY.... Result: 0 (no interaction). (5) Result: 0 (no interaction). The protein sequence of the target gene is MTLPVFFGCAFIAFGPAFALYLFTIATDPLRVIFLIAGAFFWLVSLLLSSMFWFLVRVITNNRDESVQNYLLIFGALLSVCIQELFRLAYYKLLKKASEGLKSINPEEDIAPSMRLLAYVSGLGFGIMSGVFSFVNTLSNSLGPGTVGIHGDSPQFFLNSAFMTLVVIMLHVFWGVVFFDGCEKNKWYTLLTVLLTHLVVSTQTFLSPYYEVNLVTAYIIMVLMGIWAFYVAGGSCRSLKFCLLCQDKDFLLYNQRSR. The miRNA is hsa-miR-744-3p with sequence CUGUUGCCACUAACCUCAACCU. (6) The miRNA is mmu-miR-669f-5p with sequence AGUUGUGUGUGCAUGUGCAUGUGU. The protein sequence of the target gene is MDLLQFLAFLFVLLLSGMGATGTLRTSLDPSLEIYKKMFEVKRREQLLALKNLAQLNDIHQQYKILDVMLKGLFKVLEDSRTVLTAADVLPDGPFPQDEKLKDAFSHVVENTAFFGDVVLRFPRIVHYYFDHNSNWNLLIRWGISFCNQTGVFNQGPHSPILSLMAQELGISEKDSNFQNPFKIDRTEFIPSTDPFQKALREEEKRRKKEEKRKEIRKGPRISRSQSEL. Result: 0 (no interaction).